From a dataset of Forward reaction prediction with 1.9M reactions from USPTO patents (1976-2016). Predict the product of the given reaction. (1) The product is: [C:17]([O:16][C:14]([N:10]1[C:11]2[C:7](=[CH:6][C:5]([CH2:3][OH:2])=[CH:13][CH:12]=2)[CH:8]=[CH:9]1)=[O:15])([CH3:20])([CH3:18])[CH3:19]. Given the reactants C[O:2][C:3]([C:5]1[CH:6]=[C:7]2[C:11](=[CH:12][CH:13]=1)[N:10]([C:14]([O:16][C:17]([CH3:20])([CH3:19])[CH3:18])=[O:15])[CH:9]=[CH:8]2)=O.CC(C[AlH]CC(C)C)C.C1(C)C=CC=CC=1, predict the reaction product. (2) Given the reactants [Br:1][C:2]1[CH2:7][CH2:6][C:5]([CH3:9])([CH3:8])[CH2:4][C:3]=1[CH2:10]O.P(Br)(Br)[Br:13], predict the reaction product. The product is: [Br:1][C:2]1[CH2:7][CH2:6][C:5]([CH3:9])([CH3:8])[CH2:4][C:3]=1[CH2:10][Br:13].